From a dataset of Full USPTO retrosynthesis dataset with 1.9M reactions from patents (1976-2016). Predict the reactants needed to synthesize the given product. (1) Given the product [C:1]1([C@H:7]([NH:9][C@H:10]([CH3:32])[CH2:11][C:12]2[CH:13]=[C:14]3[C:18](=[CH:19][CH:20]=2)[NH:17][C:16]([C:28]([O:30][CH3:31])=[O:29])=[CH:15]3)[CH3:8])[CH:2]=[CH:3][CH:4]=[CH:5][CH:6]=1, predict the reactants needed to synthesize it. The reactants are: [C:1]1([C@H:7]([NH:9][C@H:10]([CH3:32])[CH2:11][C:12]2[CH:13]=[C:14]3[C:18](=[CH:19][CH:20]=2)[N:17](C(OC(C)(C)C)=O)[C:16]([C:28]([O:30][CH3:31])=[O:29])=[CH:15]3)[CH3:8])[CH:6]=[CH:5][CH:4]=[CH:3][CH:2]=1.Cl. (2) The reactants are: Cl[C:2]1[CH:7]=[C:6]([C:8]#[C:9][C:10]2[N:14]3[N:15]=[C:16]([C:19]4[CH:24]=[CH:23][C:22]([C:25]([N:27]5[CH2:32][CH2:31][O:30][CH2:29][CH2:28]5)=[O:26])=[CH:21][CH:20]=4)[CH:17]=[CH:18][C:13]3=[N:12][CH:11]=2)[CH:5]=[CH:4][N:3]=1.[C:33]1([C:40]2[CH:45]=[CH:44][CH:43]=[CH:42][CH:41]=2)[C:34]([NH2:39])=[CH:35][CH:36]=[CH:37][CH:38]=1. Given the product [C:33]1([C:40]2[CH:41]=[CH:42][CH:43]=[CH:44][CH:45]=2)[CH:38]=[CH:37][CH:36]=[CH:35][C:34]=1[NH:39][C:2]1[CH:7]=[C:6]([C:8]#[C:9][C:10]2[N:14]3[N:15]=[C:16]([C:19]4[CH:24]=[CH:23][C:22]([C:25]([N:27]5[CH2:28][CH2:29][O:30][CH2:31][CH2:32]5)=[O:26])=[CH:21][CH:20]=4)[CH:17]=[CH:18][C:13]3=[N:12][CH:11]=2)[CH:5]=[CH:4][N:3]=1, predict the reactants needed to synthesize it. (3) Given the product [N+:1]([CH2:4][CH2:5][C:6]1[CH:11]=[CH:10][C:9]([O:12][C:13]2[CH:18]=[CH:17][CH:16]=[CH:15][CH:14]=2)=[CH:8][CH:7]=1)([O-:3])=[O:2], predict the reactants needed to synthesize it. The reactants are: [N+:1](/[CH:4]=[CH:5]/[C:6]1[CH:11]=[CH:10][C:9]([O:12][C:13]2[CH:18]=[CH:17][CH:16]=[CH:15][CH:14]=2)=[CH:8][CH:7]=1)([O-:3])=[O:2].[BH4-].[Na+].O. (4) Given the product [Na+:33].[F:1][C:2]1[CH:3]=[CH:4][C:5]([O:27][CH3:28])=[C:6]([C:8]2[N:9]=[C:10]([CH:18]3[CH2:19][CH2:20][CH:21]([C:24]([O-:26])=[O:25])[CH2:22][CH2:23]3)[CH:11]=[C:12]3[C:17]=2[N:16]=[CH:15][CH:14]=[CH:13]3)[CH:7]=1, predict the reactants needed to synthesize it. The reactants are: [F:1][C:2]1[CH:3]=[CH:4][C:5]([O:27][CH3:28])=[C:6]([C:8]2[N:9]=[C:10]([CH:18]3[CH2:23][CH2:22][CH:21]([C:24]([OH:26])=[O:25])[CH2:20][CH2:19]3)[CH:11]=[C:12]3[C:17]=2[N:16]=[CH:15][CH:14]=[CH:13]3)[CH:7]=1.C([O-])([O-])=O.[Na+:33].[Na+]. (5) Given the product [Cl:18][C:19]1[CH:20]=[C:21]([Cl:25])[CH:22]=[CH:23][C:24]=1[C:13]1[CH:14]=[C:9]([OH:8])[C:10](=[O:17])[N:11]([CH3:16])[CH:12]=1, predict the reactants needed to synthesize it. The reactants are: C([O:8][C:9]1[C:10](=[O:17])[N:11]([CH3:16])[CH:12]=[C:13](Br)[CH:14]=1)C1C=CC=CC=1.[Cl:18][C:19]1[CH:24]=[CH:23][CH:22]=[C:21]([Cl:25])[C:20]=1B(O)O.C([O-])([O-])=O.[Cs+].[Cs+].[H][H]. (6) Given the product [Cl:14][C:13]1[C:8]([S:4][CH2:1][CH2:2][CH3:3])=[N:9][CH:10]=[C:11]([C:15]([F:18])([F:17])[F:16])[CH:12]=1, predict the reactants needed to synthesize it. The reactants are: [CH2:1]([SH:4])[CH2:2][CH3:3].[H-].[Na+].Cl[C:8]1[C:13]([Cl:14])=[CH:12][C:11]([C:15]([F:18])([F:17])[F:16])=[CH:10][N:9]=1.